From a dataset of Full USPTO retrosynthesis dataset with 1.9M reactions from patents (1976-2016). Predict the reactants needed to synthesize the given product. (1) Given the product [Br:1][C:2]1[CH:3]=[C:4]2[C:8](=[CH:9][CH:10]=1)[N:7]([CH3:11])[C:6]([CH2:12][OH:13])=[CH:5]2, predict the reactants needed to synthesize it. The reactants are: [Br:1][C:2]1[CH:3]=[C:4]2[C:8](=[CH:9][CH:10]=1)[N:7]([CH3:11])[C:6]([C:12](OCC)=[O:13])=[CH:5]2.CC(C[AlH]CC(C)C)C. (2) Given the product [CH3:24][O:25][C:26](=[O:38])[C:27]1[C:28]([O:34][CH:35]([F:37])[F:36])=[CH:29][CH:30]=[C:31]([N:51]2[C:11]([CH3:12])=[CH:10][CH:9]=[C:8]2[C:6]2[CH:7]=[C:2]([CH3:1])[CH:3]=[CH:4][C:5]=2[O:15][CH2:16][C:17]2[CH:22]=[CH:21][C:20]([F:23])=[CH:19][CH:18]=2)[CH:32]=1, predict the reactants needed to synthesize it. The reactants are: [CH3:1][C:2]1[CH:3]=[CH:4][C:5]([O:15][CH2:16][C:17]2[CH:22]=[CH:21][C:20]([F:23])=[CH:19][CH:18]=2)=[C:6]([C:8](=O)[CH2:9][CH2:10][C:11](=O)[CH3:12])[CH:7]=1.[CH3:24][O:25][C:26](=[O:38])[C:27]1[CH:32]=[CH:31][C:30](N)=[CH:29][C:28]=1[O:34][CH:35]([F:37])[F:36].CC1C=CC(S(O)(=O)=O)=CC=1.C[N:51]1C(=O)CCC1. (3) Given the product [Cl:27][C:15](=[O:16])[CH2:14][CH:13]([C:10]1[S:9][C:8]([C:5]2[CH:6]=[CH:7][C:2]([Cl:1])=[CH:3][CH:4]=2)=[N:12][CH:11]=1)[CH2:18][C:19]([O:21][CH2:22][CH3:23])=[O:20], predict the reactants needed to synthesize it. The reactants are: [Cl:1][C:2]1[CH:7]=[CH:6][C:5]([C:8]2[S:9][C:10]([CH:13]([CH2:18][C:19]([O:21][CH2:22][CH3:23])=[O:20])[CH2:14][C:15](O)=[O:16])=[CH:11][N:12]=2)=[CH:4][CH:3]=1.C(Cl)(=O)C([Cl:27])=O. (4) Given the product [O:37]=[C:33]1[CH:32]=[C:31]([C:28]2[CH:27]=[CH:26][C:25]([C:24]([F:39])([F:23])[F:38])=[CH:30][N:29]=2)[CH:36]=[CH:35][N:34]1[C:2]1[CH:7]=[CH:6][C:5]2[C:8]3[CH2:14][CH2:13][CH2:12][N:11]([C:15]([O:17][C:18]([CH3:21])([CH3:20])[CH3:19])=[O:16])[CH2:10][C:9]=3[S:22][C:4]=2[CH:3]=1, predict the reactants needed to synthesize it. The reactants are: Br[C:2]1[CH:7]=[CH:6][C:5]2[C:8]3[CH2:14][CH2:13][CH2:12][N:11]([C:15]([O:17][C:18]([CH3:21])([CH3:20])[CH3:19])=[O:16])[CH2:10][C:9]=3[S:22][C:4]=2[CH:3]=1.[F:23][C:24]([F:39])([F:38])[C:25]1[CH:26]=[CH:27][C:28]([C:31]2[CH:36]=[CH:35][NH:34][C:33](=[O:37])[CH:32]=2)=[N:29][CH:30]=1. (5) The reactants are: [CH3:1][N:2]1[CH:6]=[C:5]([C:7]2[CH:8]=[CH:9][C:10]3[N:11]([C:13]([SH:16])=[N:14][N:15]=3)[CH:12]=2)[CH:4]=[N:3]1.Br[C:18]1[CH:19]=[C:20]2[C:25](=[CH:26][CH:27]=1)[N:24]=[CH:23][C:22]([N:28]1[CH2:33][CH2:32][O:31][CH2:30][CH2:29]1)=[C:21]2[O:34][CH2:35][CH:36]1[CH2:38][CH2:37]1.C1(P(C2C=CC=CC=2)C2C3OC4C(=CC=CC=4P(C4C=CC=CC=4)C4C=CC=CC=4)C(C)(C)C=3C=CC=2)C=CC=CC=1.CC(C)([O-])C.[Na+]. Given the product [CH:36]1([CH2:35][O:34][C:21]2[C:20]3[C:25](=[CH:26][CH:27]=[C:18]([S:16][C:13]4[N:11]5[CH:12]=[C:7]([C:5]6[CH:4]=[N:3][N:2]([CH3:1])[CH:6]=6)[CH:8]=[CH:9][C:10]5=[N:15][N:14]=4)[CH:19]=3)[N:24]=[CH:23][C:22]=2[N:28]2[CH2:33][CH2:32][O:31][CH2:30][CH2:29]2)[CH2:37][CH2:38]1, predict the reactants needed to synthesize it. (6) Given the product [N+:26]([C:5]1[CH:4]=[CH:3][CH:25]=[CH:24][C:6]=1[O:7][C:8]1[CH:9]=[C:10]2[C:15](=[CH:16][CH:17]=1)[CH2:13][CH:12]([C:29]1[CH:34]=[CH:33][CH:32]=[CH:31][CH:30]=1)[CH2:11]2)([O-:28])=[O:27], predict the reactants needed to synthesize it. The reactants are: CO[C:3]1[CH:25]=[CH:24][C:6]([O:7][C:8]2[CH:9]=[C:10]3[C:15](=[CH:16][CH:17]=2)O[CH:13](C2C=CC=CC=2)[CH2:12][CH2:11]3)=[C:5]([N+:26]([O-:28])=[O:27])[CH:4]=1.[C:29]1(C2C[C:34]3[C:29](=[CH:30][CH:31]=[C:32](O)[CH:33]=3)C2)[CH:34]=[CH:33][CH:32]=[CH:31][CH:30]=1.ClC1C=CC=CC=1[N+]([O-])=O.